Dataset: Catalyst prediction with 721,799 reactions and 888 catalyst types from USPTO. Task: Predict which catalyst facilitates the given reaction. Reactant: COC[O:4][CH2:5][CH2:6][CH2:7][C:8]1[C:9]([CH:13]([CH3:15])[CH3:14])=[N:10][NH:11][CH:12]=1.CS[C:18]1[N:23]=[CH:22][C:21]([C:24]#[N:25])=[CH:20][N:19]=1.[H-].[Na+].[H][H]. Product: [OH:4][CH2:5][CH2:6][CH2:7][C:8]1[C:9]([CH:13]([CH3:15])[CH3:14])=[N:10][N:11]([C:18]2[N:23]=[CH:22][C:21]([C:24]#[N:25])=[CH:20][N:19]=2)[CH:12]=1. The catalyst class is: 145.